The task is: Predict the reactants needed to synthesize the given product.. This data is from Full USPTO retrosynthesis dataset with 1.9M reactions from patents (1976-2016). (1) Given the product [N:1]1[CH:6]=[CH:5][C:4]([CH2:7][O:8][C:42]([N:44]2[CH2:48][CH2:47][CH2:46][CH:45]2[C:49](=[O:65])[NH:50][C:51]2[S:52][CH:53]=[C:56]([C:57]3[CH:58]=[CH:59][C:60]([C:23](=[O:24])[NH:19][CH:20]4[CH2:22][CH2:21]4)=[CH:61][CH:62]=3)[N:55]=2)=[O:43])=[CH:3][CH:2]=1, predict the reactants needed to synthesize it. The reactants are: [N:1]1[CH:6]=[CH:5][C:4]([CH2:7][OH:8])=[CH:3][CH:2]=1.C(=O)(O[N:19]1[C:23](=[O:24])[CH2:22][CH2:21][C:20]1=O)O[N:19]1[C:20](=O)[CH2:21][CH2:22][C:23]1=[O:24].C(N(CC)CC)C.C(O[C:42]([N:44]1[CH2:48][CH2:47][CH2:46][CH:45]1[C:49](=[O:65])[NH:50][C:51]1[S:52][C:53]([CH2:56][C:57]2[CH:62]=[CH:61][C:60](Cl)=[CH:59][C:58]=2Cl)=C[N:55]=1)=[O:43])C1C=CC=CC=1. (2) Given the product [OH:27][CH2:26][CH2:25][C:23]1[CH:22]=[CH:21][C:19]2[N:20]=[C:16]([NH:15][C:13]3[CH:12]=[C:11]([CH2:31][C:32]4[CH:37]=[CH:36][CH:35]=[CH:34][CH:33]=4)[N:10]=[C:9]([NH:8][C@H:5]4[CH2:6][CH2:7][C@H:2]([OH:1])[CH2:3][CH2:4]4)[N:14]=3)[S:17][C:18]=2[CH:24]=1, predict the reactants needed to synthesize it. The reactants are: [OH:1][C@H:2]1[CH2:7][CH2:6][C@H:5]([NH:8][C:9]2[N:14]=[C:13]([NH:15][C:16]3[S:17][C:18]4[CH:24]=[C:23]([CH2:25][C:26](OCC)=[O:27])[CH:22]=[CH:21][C:19]=4[N:20]=3)[CH:12]=[C:11]([CH2:31][C:32]3[CH:37]=[CH:36][CH:35]=[CH:34][CH:33]=3)[N:10]=2)[CH2:4][CH2:3]1.[H-].[Al+3].[Li+].[H-].[H-].[H-].O. (3) Given the product [N+:8]([C:6]1[CH:5]=[CH:4][C:3]([N:11]2[C:12](=[O:13])[N:11]([C:3]3[CH:4]=[CH:5][C:6]([N+:8]([O-:10])=[O:9])=[CH:7][C:2]=3[CH3:1])[C:12](=[O:13])[N:11]([C:3]3[CH:4]=[CH:5][C:6]([N+:8]([O-:10])=[O:9])=[CH:7][C:2]=3[CH3:1])[C:12]2=[O:13])=[C:2]([CH3:1])[CH:7]=1)([O-:10])=[O:9], predict the reactants needed to synthesize it. The reactants are: [CH3:1][C:2]1[CH:7]=[C:6]([N+:8]([O-:10])=[O:9])[CH:5]=[CH:4][C:3]=1[N:11]=[C:12]=[O:13]. (4) Given the product [F:1][C:2]1([F:25])[CH2:7][CH2:6][CH2:5][C:4]([CH2:9][NH:10][C:11]([C:13]2[C:14]3[CH:15]=[CH:16][C:17]([N:38]4[CH2:39][C:36]([F:40])([F:35])[CH2:37]4)=[N:18][C:19]=3[CH:20]=[CH:21][C:22]=2[Cl:23])=[O:12])([OH:8])[CH2:3]1, predict the reactants needed to synthesize it. The reactants are: [F:1][C:2]1([F:25])[CH2:7][CH2:6][CH2:5][C:4]([CH2:9][NH:10][C:11]([C:13]2[C:14]3[CH:15]=[CH:16][C:17](Cl)=[N:18][C:19]=3[CH:20]=[CH:21][C:22]=2[Cl:23])=[O:12])([OH:8])[CH2:3]1.CCN(C(C)C)C(C)C.[F:35][C:36]1([F:40])[CH2:39][NH:38][CH2:37]1. (5) Given the product [C:26]([O:25][N:24]=[C:8]1[C:7]2[C:12](=[CH:13][CH:14]=[C:5]([CH2:3][OH:2])[CH:6]=2)[O:11][C:10]([C:15]2[N:20]=[CH:19][N:18]3[CH:21]=[CH:22][CH:23]=[C:17]3[CH:16]=2)=[CH:9]1)([CH3:29])([CH3:27])[CH3:28], predict the reactants needed to synthesize it. The reactants are: C[O:2][C:3]([C:5]1[CH:6]=[C:7]2[C:12](=[CH:13][CH:14]=1)[O:11][C:10]([C:15]1[N:20]=[CH:19][N:18]3[CH:21]=[CH:22][CH:23]=[C:17]3[CH:16]=1)=[CH:9][C:8]2=[N:24][O:25][C:26]([CH3:29])([CH3:28])[CH3:27])=O.CC(C[AlH]CC(C)C)C.Cl. (6) The reactants are: [CH3:1][NH:2][S:3]([C:6]1[CH:7]=[CH:8][C:9]2[S:13][C:12]([C:14]([C:19]#[N:20])=[C:15](OC)[CH3:16])=[N:11][C:10]=2[CH:21]=1)(=O)=[O:4].[OH2:22].[NH2:23][NH2:24]. Given the product [CH3:1][NH:2][S:3]([C:6]1[CH:7]=[CH:8][C:9]2[S:13][C:12]([C:14]3[C:15]([CH3:16])=[N:23][NH:24][C:19]=3[NH2:20])=[N:11][C:10]=2[CH:21]=1)(=[O:4])=[O:22], predict the reactants needed to synthesize it. (7) Given the product [N:1]1([C:7]2[N:15]=[C:14]3[C:10]([NH:11][CH:12]=[N:13]3)=[C:9]([C:16]3[CH:17]=[C:18]([OH:22])[CH:19]=[CH:20][CH:21]=3)[N:8]=2)[CH2:2][CH2:3][O:4][CH2:5][CH2:6]1, predict the reactants needed to synthesize it. The reactants are: [N:1]1([C:7]2[N:15]=[C:14]3[C:10]([NH:11][CH:12]=[N:13]3)=[C:9]([C:16]3[CH:21]=[CH:20][CH:19]=[C:18]([O:22]CC4C=CC=CC=4)[CH:17]=3)[N:8]=2)[CH2:6][CH2:5][O:4][CH2:3][CH2:2]1.